This data is from CYP1A2 inhibition data for predicting drug metabolism from PubChem BioAssay. The task is: Regression/Classification. Given a drug SMILES string, predict its absorption, distribution, metabolism, or excretion properties. Task type varies by dataset: regression for continuous measurements (e.g., permeability, clearance, half-life) or binary classification for categorical outcomes (e.g., BBB penetration, CYP inhibition). Dataset: cyp1a2_veith. (1) The compound is O=C(c1cccc(F)c1)N1CCC[C@@]2(CCN(C(c3ccccc3)c3ccccc3)C2)C1. The result is 0 (non-inhibitor). (2) The molecule is O=C(Nc1cccc(F)c1)N1CCCC2(CCN(C(=O)c3cnccn3)CC2)C1. The result is 0 (non-inhibitor).